From a dataset of Forward reaction prediction with 1.9M reactions from USPTO patents (1976-2016). Predict the product of the given reaction. (1) Given the reactants [CH3:1][O:2][C:3]1[CH:4]=[C:5]([CH:9]=[C:10]([O:14][CH3:15])[C:11]=1[O:12][CH3:13])C(O)=O.[P:16]([O-:33])([O:25][CH2:26][C:27]1[CH:32]=[CH:31][CH:30]=[CH:29][CH:28]=1)[O:17][CH2:18][C:19]1[CH:24]=[CH:23][CH:22]=[CH:21][CH:20]=1.C(N(CC)CC)C.[CH3:41][O:42][C:43]1[CH:44]=[C:45]([Br:53])[CH:46]=[C:47]([O:51][CH3:52])[C:48]=1[O:49][CH3:50], predict the reaction product. The product is: [CH3:41][O:42][C:43]1[CH:44]=[C:45]([Br:53])[CH:46]=[C:47]([O:51][CH3:52])[C:48]=1[O:49][CH3:50].[CH3:15][O:14][C:10]1[CH:9]=[C:5]([P:16](=[O:33])([O:25][CH2:26][C:27]2[CH:32]=[CH:31][CH:30]=[CH:29][CH:28]=2)[O:17][CH2:18][C:19]2[CH:24]=[CH:23][CH:22]=[CH:21][CH:20]=2)[CH:4]=[C:3]([O:2][CH3:1])[C:11]=1[O:12][CH3:13]. (2) Given the reactants [Cl:1][C:2]1[C:7]([N:8]2[CH2:13][CH2:12][NH:11][CH2:10][C:9]2=[O:14])=[CH:6][C:5]([C:15]#[N:16])=[CH:4][C:3]=1[NH:17][C:18]1[N:23]=[C:22]([N:24]([CH:34]2[CH2:36][CH2:35]2)CC2C=CC(OC)=CC=2)[C:21]2=[N:37][CH:38]=[C:39]([C:40]#[N:41])[N:20]2[N:19]=1.[CH:42](=O)[CH3:43].C(O)(=O)C.C(O[BH-](OC(=O)C)OC(=O)C)(=O)C.[Na+].C(O)(C(F)(F)F)=O, predict the reaction product. The product is: [Cl:1][C:2]1[C:7]([N:8]2[CH2:13][CH2:12][N:11]([CH2:42][CH3:43])[CH2:10][C:9]2=[O:14])=[CH:6][C:5]([C:15]#[N:16])=[CH:4][C:3]=1[NH:17][C:18]1[N:23]=[C:22]([NH:24][CH:34]2[CH2:36][CH2:35]2)[C:21]2=[N:37][CH:38]=[C:39]([C:40]#[N:41])[N:20]2[N:19]=1. (3) Given the reactants [N+:1]([C:4]1[CH:18]=[CH:17][C:7]([O:8][C@H:9]2[CH2:13][CH2:12][N:11]([C:14](=[O:16])[CH3:15])[CH2:10]2)=[CH:6][CH:5]=1)([O-])=O.[H][H], predict the reaction product. The product is: [NH2:1][C:4]1[CH:18]=[CH:17][C:7]([O:8][C@H:9]2[CH2:13][CH2:12][N:11]([C:14](=[O:16])[CH3:15])[CH2:10]2)=[CH:6][CH:5]=1. (4) Given the reactants [I:1]I.[OH-].[K+].[CH3:5][O:6][P:7]([C:11]1[CH:12]=[C:13]2[C:17](=[CH:18][CH:19]=1)[N:16](C(=O)C)[N:15]=[CH:14]2)(=[O:10])[O:8][CH3:9].S([O-])([O-])(=O)=S.[Na+].[Na+], predict the reaction product. The product is: [CH3:5][O:6][P:7]([C:11]1[CH:12]=[C:13]2[C:17](=[CH:18][CH:19]=1)[NH:16][N:15]=[C:14]2[I:1])(=[O:10])[O:8][CH3:9]. (5) Given the reactants Br[C:2]1[CH:7]=[CH:6][C:5]([C:8]([CH3:17])([CH3:16])[C:9]([NH:11][CH2:12][CH:13]([CH3:15])[CH3:14])=[O:10])=[CH:4][CH:3]=1.[OH:18][C:19]1[CH:20]=[C:21](B(O)O)[CH:22]=[CH:23][CH:24]=1, predict the reaction product. The product is: [OH:18][C:19]1[CH:24]=[C:23]([C:2]2[CH:7]=[CH:6][C:5]([C:8]([CH3:17])([CH3:16])[C:9]([NH:11][CH2:12][CH:13]([CH3:15])[CH3:14])=[O:10])=[CH:4][CH:3]=2)[CH:22]=[CH:21][CH:20]=1. (6) Given the reactants [NH2:1][C:2]1[CH:7]=[CH:6][C:5]([N:8]2[CH:12]=[CH:11][N:10]([C:13]3[CH:18]=[CH:17][C:16]([O:19][C:20]4[CH:25]=[CH:24][CH:23]=[CH:22][CH:21]=4)=[CH:15][CH:14]=3)[C:9]2=[O:26])=[CH:4][CH:3]=1.[N:27]1([CH2:33][C:34](O)=[O:35])[CH2:32][CH2:31][CH2:30][CH2:29][CH2:28]1, predict the reaction product. The product is: [O:26]=[C:9]1[N:10]([C:13]2[CH:18]=[CH:17][C:16]([O:19][C:20]3[CH:25]=[CH:24][CH:23]=[CH:22][CH:21]=3)=[CH:15][CH:14]=2)[CH:11]=[CH:12][N:8]1[C:5]1[CH:4]=[CH:3][C:2]([NH:1][C:34](=[O:35])[CH2:33][N:27]2[CH2:32][CH2:31][CH2:30][CH2:29][CH2:28]2)=[CH:7][CH:6]=1. (7) The product is: [CH2:33]([C:31]1[S:30][C:19]2[N:20]=[C:21]([C:23]3[CH:24]=[N:43][CH:42]=[CH:41][N:40]=3)[N:22]=[C:17]([NH2:16])[C:18]=2[CH:32]=1)[C:34]1[CH:35]=[CH:36][CH:37]=[CH:38][CH:39]=1. Given the reactants NC1SC(CC2C=CC=CC=2)=CC=1C#N.[NH2:16][C:17]1[C:18]2[CH:32]=[C:31]([CH2:33][C:34]3[CH:39]=[CH:38][CH:37]=[CH:36][CH:35]=3)[S:30][C:19]=2[N:20]=[C:21]([C:23]2OC(C#N)=C[CH:24]=2)[N:22]=1.[N:40]1C=C[N:43]=[CH:42][C:41]=1C#N.CC1OC(C#N)=CC=1, predict the reaction product. (8) Given the reactants [Br-].[CH2:2]([N+:4]([CH2:10][CH3:11])([CH2:8][CH3:9])[CH2:5][CH2:6][OH:7])[CH3:3].[Li+].[C:13]([S:17]([N-:20][S:21]([C:24]([F:27])([F:26])[F:25])(=[O:23])=[O:22])(=[O:19])=[O:18])([F:16])([F:15])[F:14], predict the reaction product. The product is: [F:27][C:24]([F:25])([F:26])[S:21]([N-:20][S:17]([C:13]([F:14])([F:15])[F:16])(=[O:18])=[O:19])(=[O:22])=[O:23].[CH2:2]([N+:4]([CH2:10][CH3:11])([CH2:8][CH3:9])[CH2:5][CH2:6][OH:7])[CH3:3]. (9) Given the reactants [C:1]([O:5][C:6]([NH:8][CH:9]1[CH2:13][CH2:12][NH:11][CH2:10]1)=[O:7])([CH3:4])([CH3:3])[CH3:2].C(N(CC)CC)C.[F:21][C:22]1[CH:27]=[CH:26][C:25]([N:28]2[C:37]3[C:32](=[CH:33][C:34]([F:39])=[C:35](F)[CH:36]=3)[C:31](=[O:40])[N:30]([O:41][CH2:42][C:43]3[CH:48]=[CH:47][CH:46]=[CH:45][CH:44]=3)[C:29]2=[O:49])=[CH:24][CH:23]=1, predict the reaction product. The product is: [F:21][C:22]1[CH:23]=[CH:24][C:25]([N:28]2[C:37]3[C:32](=[CH:33][C:34]([F:39])=[C:35]([N:11]4[CH2:12][CH2:13][CH:9]([NH:8][C:6]([O:5][C:1]([CH3:4])([CH3:2])[CH3:3])=[O:7])[CH2:10]4)[CH:36]=3)[C:31](=[O:40])[N:30]([O:41][CH2:42][C:43]3[CH:48]=[CH:47][CH:46]=[CH:45][CH:44]=3)[C:29]2=[O:49])=[CH:26][CH:27]=1.